This data is from Reaction yield outcomes from USPTO patents with 853,638 reactions. The task is: Predict the reaction yield, written as a fraction of the theoretical maximum amount of product (1.0 means a 100% yield; for example, 0.34 means a 34% yield). (1) The reactants are Br[C:2]1[S:6][C:5]([C:7](=[O:9])[CH3:8])=[CH:4][C:3]=1[Cl:10].C(O[Na])(C)=O. The catalyst is CCO.[Pd]. The product is [Cl:10][C:3]1[CH:4]=[C:5]([C:7](=[O:9])[CH3:8])[S:6][CH:2]=1. The yield is 0.620. (2) The reactants are [C:1]([O:5][C:6]1[CH:7]=[C:8]([CH:22]=[C:23]([Cl:30])[C:24]=1[O:25][C:26]([CH3:29])([CH3:28])[CH3:27])[C:9]([NH:11][C:12]1[CH:21]=[CH:20][C:15]([C:16]([O:18]C)=[O:17])=[CH:14][CH:13]=1)=[O:10])([CH3:4])([CH3:3])[CH3:2]. The catalyst is O1CCOCC1. The product is [C:1]([O:5][C:6]1[CH:7]=[C:8]([CH:22]=[C:23]([Cl:30])[C:24]=1[O:25][C:26]([CH3:29])([CH3:28])[CH3:27])[C:9]([NH:11][C:12]1[CH:13]=[CH:14][C:15]([C:16]([OH:18])=[O:17])=[CH:20][CH:21]=1)=[O:10])([CH3:4])([CH3:3])[CH3:2]. The yield is 0.640. (3) The reactants are [NH2:1][C:2]1[CH:32]=[CH:31][C:5]([O:6][C:7]2[CH:12]=[CH:11][N:10]=[C:9]3[CH:13]=[C:14]([C:16]4[CH:17]=[N:18][C:19](=[O:30])[N:20]([CH2:22][CH2:23][N:24]5[CH2:29][CH2:28][O:27][CH2:26][CH2:25]5)[CH:21]=4)[S:15][C:8]=23)=[C:4]([F:33])[CH:3]=1.[CH3:34][O:35][C:36]1[CH:41]=[CH:40][CH:39]=[CH:38][C:37]=1[NH:42][C:43](=[O:48])[CH2:44][C:45](O)=[O:46].C1C=CC2N(O)N=NC=2C=1.Cl. The catalyst is CN(C=O)C.C(Cl)CCl. The product is [F:33][C:4]1[CH:3]=[C:2]([NH:1][C:45](=[O:46])[CH2:44][C:43]([NH:42][C:37]2[CH:38]=[CH:39][CH:40]=[CH:41][C:36]=2[O:35][CH3:34])=[O:48])[CH:32]=[CH:31][C:5]=1[O:6][C:7]1[CH:12]=[CH:11][N:10]=[C:9]2[CH:13]=[C:14]([C:16]3[CH:17]=[N:18][C:19](=[O:30])[N:20]([CH2:22][CH2:23][N:24]4[CH2:25][CH2:26][O:27][CH2:28][CH2:29]4)[CH:21]=3)[S:15][C:8]=12. The yield is 0.130. (4) The reactants are C(Cl)(=O)C(Cl)=O.CS(C)=O.[I:11][CH:12]1[CH2:16][O:15][CH2:14][CH:13]1[O:17][CH2:18][CH2:19][CH2:20][OH:21].CCN(CC)CC.P([O-])([O-])([O-])=O. The catalyst is C(Cl)Cl. The product is [I:11][CH:12]1[CH2:16][O:15][CH2:14][CH:13]1[O:17][CH2:18][CH2:19][CH:20]=[O:21]. The yield is 0.860. (5) The reactants are N(OC(C)(C)C)=O.[Cl:8][C:9]1[N:14]=[CH:13][C:12](N)=[CH:11][C:10]=1[CH3:16].[CH2:17]([OH:22])[C:18]([F:21])([F:20])[F:19].C(O)(C(F)(F)F)=O.C(=O)([O-])[O-].[K+].[K+]. No catalyst specified. The product is [Cl:8][C:9]1[C:10]([CH3:16])=[CH:11][C:12]([O:22][CH2:17][C:18]([F:21])([F:20])[F:19])=[CH:13][N:14]=1. The yield is 0.411. (6) The yield is 0.350. The product is [ClH:41].[CH2:33]([NH:40][CH:1]1[C:13]2[NH:12][C:11]3[C:6](=[CH:7][CH:8]=[CH:9][CH:10]=3)[C:5]=2[CH2:4][CH2:3][CH2:2]1)[C:34]1[CH:39]=[CH:38][CH:37]=[CH:36][CH:35]=1. The catalyst is ClC(Cl)C.C(OCC)C. The reactants are [C:1]1(=O)[C:13]2[NH:12][C:11]3[C:6](=[CH:7][CH:8]=[CH:9][CH:10]=3)[C:5]=2[CH2:4][CH2:3][CH2:2]1.C(O[BH-](OC(=O)C)OC(=O)C)(=O)C.[Na+].C(O)(=O)C.[CH2:33]([NH2:40])[C:34]1[CH:39]=[CH:38][CH:37]=[CH:36][CH:35]=1.[ClH:41]. (7) The product is [C:1]([N:9]([CH2:11][C:12]1[CH:13]=[C:14]([C:18]2[CH:23]=[CH:22][C:21]([CH2:24][CH:25]([CH2:30][C:31]([O:33][CH2:34][CH3:35])=[O:32])[C:26]([O:28][CH3:29])=[O:27])=[CH:20][CH:19]=2)[CH:15]=[CH:16][CH:17]=1)[CH3:10])(=[O:8])[CH2:2][CH2:3][CH2:4][CH2:5][CH2:6][CH3:7]. The catalyst is C(OCC)(=O)C.[Pd]. The reactants are [C:1]([N:9]([CH2:11][C:12]1[CH:13]=[C:14]([C:18]2[CH:23]=[CH:22][C:21]([CH:24]=[C:25]([CH2:30][C:31]([O:33][CH2:34][CH3:35])=[O:32])[C:26]([O:28][CH3:29])=[O:27])=[CH:20][CH:19]=2)[CH:15]=[CH:16][CH:17]=1)[CH3:10])(=[O:8])[CH2:2][CH2:3][CH2:4][CH2:5][CH2:6][CH3:7]. The yield is 0.770. (8) The reactants are [CH2:1]([S:3]([N:6]1[CH2:11][CH2:10][CH:9]([C:12]2[C:20]3[C:15](=[C:16]([C:29]([NH2:31])=[O:30])[CH:17]=[C:18]([C:21]4[CH:26]=[CH:25][CH:24]=[C:23]([CH:27]=O)[CH:22]=4)[CH:19]=3)[NH:14][CH:13]=2)[CH2:8][CH2:7]1)(=[O:5])=[O:4])[CH3:2].[CH:32]1([NH2:35])[CH2:34][CH2:33]1.[BH-](OC(C)=O)(OC(C)=O)OC(C)=O.[Na+]. The catalyst is C(Cl)Cl.CC(O)=O. The product is [CH:32]1([NH:35][CH2:27][C:23]2[CH:22]=[C:21]([C:18]3[CH:19]=[C:20]4[C:15](=[C:16]([C:29]([NH2:31])=[O:30])[CH:17]=3)[NH:14][CH:13]=[C:12]4[CH:9]3[CH2:8][CH2:7][N:6]([S:3]([CH2:1][CH3:2])(=[O:5])=[O:4])[CH2:11][CH2:10]3)[CH:26]=[CH:25][CH:24]=2)[CH2:34][CH2:33]1. The yield is 0.340. (9) The product is [C:25]([O:24][C:22](=[O:23])[NH:10][CH2:9][C:8]1[CH:7]=[CH:6][C:5]([N+:2]([O-:4])=[O:3])=[CH:12][CH:11]=1)([CH3:28])([CH3:27])[CH3:26]. The catalyst is ClCCl. The reactants are Cl.[N+:2]([C:5]1[CH:12]=[CH:11][C:8]([CH2:9][NH2:10])=[CH:7][CH:6]=1)([O-:4])=[O:3].CN(C1C=CC=CN=1)C.[C:22](O[C:22]([O:24][C:25]([CH3:28])([CH3:27])[CH3:26])=[O:23])([O:24][C:25]([CH3:28])([CH3:27])[CH3:26])=[O:23].C(N(CC)CC)C. The yield is 0.660. (10) The reactants are [Cl:1][C:2]1[CH:3]=[CH:4][C:5]([O:25][C:26]2[CH:31]=[C:30]([F:32])[C:29]([S:33](=[O:52])(=[O:51])[N:34]([CH2:40][C:41]3[CH:46]=[CH:45][C:44]([O:47][CH3:48])=[CH:43][C:42]=3[O:49][CH3:50])[C:35]3[S:39][N:38]=[CH:37][N:36]=3)=[CH:28][C:27]=2[F:53])=[C:6]([C:8]2[CH:9]=[CH:10][C:11]3[O:15][N:14]=[C:13]([NH:16][C:17](=[O:23])[O:18][C:19]([CH3:22])([CH3:21])[CH3:20])[C:12]=3[CH:24]=2)[CH:7]=1.C(N(CC)CC)C.[C:61](Cl)(=[O:63])[CH3:62]. The catalyst is CN(C)C1C=CN=CC=1.ClCCl.C(OCC)(=O)C. The product is [C:61]([N:16]([C:13]1[C:12]2[CH:24]=[C:8]([C:6]3[CH:7]=[C:2]([Cl:1])[CH:3]=[CH:4][C:5]=3[O:25][C:26]3[CH:31]=[C:30]([F:32])[C:29]([S:33](=[O:52])(=[O:51])[N:34]([CH2:40][C:41]4[CH:46]=[CH:45][C:44]([O:47][CH3:48])=[CH:43][C:42]=4[O:49][CH3:50])[C:35]4[S:39][N:38]=[CH:37][N:36]=4)=[CH:28][C:27]=3[F:53])[CH:9]=[CH:10][C:11]=2[O:15][N:14]=1)[C:17](=[O:23])[O:18][C:19]([CH3:20])([CH3:22])[CH3:21])(=[O:63])[CH3:62]. The yield is 0.350.